Dataset: NCI-60 drug combinations with 297,098 pairs across 59 cell lines. Task: Regression. Given two drug SMILES strings and cell line genomic features, predict the synergy score measuring deviation from expected non-interaction effect. Drug 1: CN1C(=O)N2C=NC(=C2N=N1)C(=O)N. Drug 2: CC1=C(C=C(C=C1)C(=O)NC2=CC(=CC(=C2)C(F)(F)F)N3C=C(N=C3)C)NC4=NC=CC(=N4)C5=CN=CC=C5. Cell line: UACC-257. Synergy scores: CSS=-1.58, Synergy_ZIP=2.69, Synergy_Bliss=2.23, Synergy_Loewe=-3.12, Synergy_HSA=-3.18.